This data is from NCI-60 drug combinations with 297,098 pairs across 59 cell lines. The task is: Regression. Given two drug SMILES strings and cell line genomic features, predict the synergy score measuring deviation from expected non-interaction effect. (1) Drug 1: CCC1=C2CN3C(=CC4=C(C3=O)COC(=O)C4(CC)O)C2=NC5=C1C=C(C=C5)O. Drug 2: C1=CC=C(C=C1)NC(=O)CCCCCCC(=O)NO. Cell line: MCF7. Synergy scores: CSS=31.0, Synergy_ZIP=-6.13, Synergy_Bliss=-1.65, Synergy_Loewe=1.06, Synergy_HSA=3.12. (2) Drug 1: CS(=O)(=O)C1=CC(=C(C=C1)C(=O)NC2=CC(=C(C=C2)Cl)C3=CC=CC=N3)Cl. Drug 2: C1CN(CCN1C(=O)CCBr)C(=O)CCBr. Cell line: SR. Synergy scores: CSS=54.0, Synergy_ZIP=-2.20, Synergy_Bliss=-1.87, Synergy_Loewe=-8.82, Synergy_HSA=1.68. (3) Cell line: SF-268. Synergy scores: CSS=31.1, Synergy_ZIP=-3.54, Synergy_Bliss=3.04, Synergy_Loewe=-18.0, Synergy_HSA=2.20. Drug 2: CCC1(C2=C(COC1=O)C(=O)N3CC4=CC5=C(C=CC(=C5CN(C)C)O)N=C4C3=C2)O.Cl. Drug 1: C1CN(CCN1C(=O)CCBr)C(=O)CCBr.